Task: Binary Classification. Given a drug SMILES string, predict its activity (active/inactive) in a high-throughput screening assay against a specified biological target.. Dataset: M1 muscarinic receptor antagonist screen with 61,756 compounds (1) The drug is S(=O)(=O)(NC)c1ccc(NC(=O)C(NC(=O)N)CCSC)cc1. The result is 0 (inactive). (2) The compound is O(c1cc2CC(N\C(c2cc1O)=C/C(OCC)=O)(C)C)C. The result is 0 (inactive). (3) The compound is S(c1n(c(nn1)C1CCCCC1)CC=C)CC(=O)NC(=O)NC1CCCC1. The result is 0 (inactive). (4) The result is 0 (inactive). The compound is S(CCC(NC(OC(C)(C)C)=O)c1oc(SCc2cc(F)ccc2)nn1)C. (5) The drug is Clc1cc(N2CCN(CC2)CCCNC(=O)c2onc(n2)c2ccncc2)ccc1. The result is 0 (inactive). (6) The molecule is S(=O)(=O)(N1C(CCC1=O)C(=O)Nc1cc2OCCOc2cc1)c1ccc(cc1)C. The result is 0 (inactive).